From a dataset of Full USPTO retrosynthesis dataset with 1.9M reactions from patents (1976-2016). Predict the reactants needed to synthesize the given product. (1) The reactants are: [N:1]1[CH:6]=[C:5]([CH2:7][C:8]#[N:9])[CH:4]=[N:3][CH:2]=1.Br[CH2:11][CH:12]1[CH2:14][CH2:13]1.[H-].[Na+]. Given the product [CH:12]1([CH2:11][CH:7]([C:5]2[CH:6]=[N:1][CH:2]=[N:3][CH:4]=2)[C:8]#[N:9])[CH2:14][CH2:13]1, predict the reactants needed to synthesize it. (2) Given the product [F:1][C:2]1[C:11]([CH3:12])=[C:10]2[C:5]([CH:6]=[CH:7][C:8]([O:13][CH3:14])=[N:9]2)=[CH:4][CH:3]=1, predict the reactants needed to synthesize it. The reactants are: [F:1][C:2]1[C:11]([CH3:12])=[C:10]2[C:5]([CH:6]=[CH:7][C:8](=[O:13])[NH:9]2)=[CH:4][CH:3]=1.[CH3:14]C(C)([O-])C.[K+].CI.O.